Dataset: Reaction yield outcomes from USPTO patents with 853,638 reactions. Task: Predict the reaction yield, written as a fraction of the theoretical maximum amount of product (1.0 means a 100% yield; for example, 0.34 means a 34% yield). (1) The reactants are [C:1]([C:5]1[CH:9]=[C:8]([NH2:10])[N:7]([CH2:11][C@@H:12]2[CH2:16][CH2:15][CH2:14][O:13]2)[N:6]=1)([CH3:4])([CH3:3])[CH3:2].[Cl:17][C:18]1[CH:19]=[CH:20][C:21]([O:27][CH3:28])=[C:22]([CH:26]=1)[C:23](Cl)=[O:24].C(N(CC)CC)C.O. The catalyst is C(Cl)Cl. The product is [C:1]([C:5]1[CH:9]=[C:8]([NH:10][C:23](=[O:24])[C:22]2[CH:26]=[C:18]([Cl:17])[CH:19]=[CH:20][C:21]=2[O:27][CH3:28])[N:7]([CH2:11][C@@H:12]2[CH2:16][CH2:15][CH2:14][O:13]2)[N:6]=1)([CH3:4])([CH3:2])[CH3:3]. The yield is 0.420. (2) The reactants are [CH2:1]([N:8]1[CH:16]=[C:15]2[C:10]([CH:11]=[C:12]([C:17]3[CH:18]=[C:19]([CH2:27][C:28]4[CH:37]=[C:36]5[C:31]([CH2:32][CH2:33][NH:34][CH2:35]5)=[CH:30][CH:29]=4)[N:20]4[C:25]=3[C:24]([NH2:26])=[N:23][CH:22]=[N:21]4)[CH:13]=[CH:14]2)=[N:9]1)[C:2]1[CH:7]=[CH:6][CH:5]=[CH:4][CH:3]=1.C(O[C:41]1(O[Si](C)(C)C)[CH2:43][CH2:42]1)C.C(O)(=O)C.C([BH3-])#N.[Na+]. The catalyst is CO. The product is [CH2:1]([N:8]1[CH:16]=[C:15]2[C:10]([CH:11]=[C:12]([C:17]3[CH:18]=[C:19]([CH2:27][C:28]4[CH:37]=[C:36]5[C:31]([CH2:32][CH2:33][N:34]([CH:41]6[CH2:43][CH2:42]6)[CH2:35]5)=[CH:30][CH:29]=4)[N:20]4[C:25]=3[C:24]([NH2:26])=[N:23][CH:22]=[N:21]4)[CH:13]=[CH:14]2)=[N:9]1)[C:2]1[CH:3]=[CH:4][CH:5]=[CH:6][CH:7]=1. The yield is 0.500. (3) The reactants are Br[C:2]1[CH:7]=[CH:6][CH:5]=[C:4]([CH2:8][F:9])[N:3]=1.[CH2:10]([N:14]1[CH:18]=[C:17]([C:19]2[CH:24]=[CH:23][CH:22]=[CH:21][C:20]=2[CH3:25])[CH:16]=[N:15]1)[CH2:11][C:12]#[CH:13]. No catalyst specified. The product is [F:9][CH2:8][C:4]1[CH:5]=[CH:6][CH:7]=[C:2]([C:13]#[C:12][CH2:11][CH2:10][N:14]2[CH:18]=[C:17]([C:19]3[CH:24]=[CH:23][CH:22]=[CH:21][C:20]=3[CH3:25])[CH:16]=[N:15]2)[N:3]=1. The yield is 0.300. (4) The reactants are [Cl:1][C:2]1[CH:3]=[C:4]2[C:8](=[CH:9][CH:10]=1)[NH:7][CH:6]=[C:5]2[CH:11]=[O:12].[H-].[Na+].[CH3:15][N:16]([CH3:20])[C:17](Cl)=[O:18]. The catalyst is C1COCC1.C(Cl)Cl. The product is [Cl:1][C:2]1[CH:3]=[C:4]2[C:8](=[CH:9][CH:10]=1)[N:7]([C:17]([N:16]([CH3:20])[CH3:15])=[O:18])[CH:6]=[C:5]2[CH:11]=[O:12]. The yield is 0.830. (5) The reactants are Cl.[NH2:2][C@@H:3]([C@H:8]([CH3:14])[C@H:9]([CH3:13])[CH2:10][CH2:11][CH3:12])[CH2:4][C:5]([OH:7])=[O:6].CCN(CC)CC. The catalyst is CO. The product is [NH2:2][C@@H:3]([C@H:8]([CH3:14])[C@H:9]([CH3:13])[CH2:10][CH2:11][CH3:12])[CH2:4][C:5]([OH:7])=[O:6]. The yield is 0.920. (6) The reactants are [OH:1][N:2]=[C:3]([NH2:15])[C:4]1[CH:9]=[CH:8][C:7]([O:10][C:11]([F:14])([F:13])[F:12])=[CH:6][CH:5]=1.[CH3:16][C:17]1[NH:21][N:20]=[C:19]([C:22](O)=O)[N:18]=1.CCN=C=NCCCN(C)C.Cl.C1C=CC2N(O)N=NC=2C=1. The catalyst is CN(C=O)C.O. The product is [CH3:16][C:17]1[NH:21][N:20]=[C:19]([C:22]2[O:1][N:2]=[C:3]([C:4]3[CH:5]=[CH:6][C:7]([O:10][C:11]([F:13])([F:12])[F:14])=[CH:8][CH:9]=3)[N:15]=2)[N:18]=1. The yield is 0.370. (7) The reactants are Cl[C:2]1[CH:7]=[CH:6][N:5]=[CH:4][C:3]=1[I:8].[S:9]1[CH:13]=[CH:12][C:11]([CH2:14][CH2:15][OH:16])=[CH:10]1.O1CCCC1.CN(C)C=O.[H-].[Na+]. The catalyst is O. The product is [I:8][C:3]1[CH:4]=[N:5][CH:6]=[CH:7][C:2]=1[O:16][CH2:15][CH2:14][C:11]1[CH:12]=[CH:13][S:9][CH:10]=1. The yield is 0.810. (8) The reactants are [NH2:1][C:2]1[N:6]=[CH:5][N:4]([C:7]2[CH:14]=[CH:13][C:12](/[CH:15]=[CH:16]/[CH:17]([C:22]3[CH:27]=[C:26]([Cl:28])[C:25]([Cl:29])=[C:24]([Cl:30])[CH:23]=3)[C:18]([F:21])([F:20])[F:19])=[CH:11][C:8]=2[C:9]#[N:10])[N:3]=1.[CH:31]1([C:34](Cl)=[O:35])[CH2:33][CH2:32]1. The catalyst is C(Cl)Cl. The product is [C:9]([C:8]1[CH:11]=[C:12](/[CH:15]=[CH:16]/[CH:17]([C:22]2[CH:23]=[C:24]([Cl:30])[C:25]([Cl:29])=[C:26]([Cl:28])[CH:27]=2)[C:18]([F:19])([F:20])[F:21])[CH:13]=[CH:14][C:7]=1[N:4]1[CH:5]=[N:6][C:2]([N:1]([C:34]([CH:31]2[CH2:33][CH2:32]2)=[O:35])[C:34]([CH:31]2[CH2:33][CH2:32]2)=[O:35])=[N:3]1)#[N:10]. The yield is 0.790. (9) The reactants are [NH2:1][C:2]1[CH:3]=[N:4][CH:5]=[CH:6][C:7]=1[NH2:8].[C:9]([O:13][C:14](O[C:14]([O:13][C:9]([CH3:12])([CH3:11])[CH3:10])=[O:15])=[O:15])([CH3:12])([CH3:11])[CH3:10].Cl. The catalyst is C(Cl)Cl. The product is [NH2:1][C:2]1[CH:3]=[N:4][CH:5]=[CH:6][C:7]=1[NH:8][C:14](=[O:15])[O:13][C:9]([CH3:12])([CH3:11])[CH3:10]. The yield is 0.750. (10) The reactants are [C:1]([C:6]1[CH:11]=[CH:10][C:9]([NH:12][C:13](=O)[CH3:14])=[C:8]([OH:16])[CH:7]=1)(=[O:5])[CH2:2][CH2:3][CH3:4].CC1C=CC(S(O)(=O)=O)=CC=1. No catalyst specified. The product is [CH3:14][C:13]1[O:16][C:8]2[CH:7]=[C:6]([C:1](=[O:5])[CH2:2][CH2:3][CH3:4])[CH:11]=[CH:10][C:9]=2[N:12]=1. The yield is 0.350.